Task: Predict the reactants needed to synthesize the given product.. Dataset: Full USPTO retrosynthesis dataset with 1.9M reactions from patents (1976-2016) (1) Given the product [CH3:1][C:2]1[N:3]([CH2:19][CH2:20][CH2:21][CH2:22][CH2:23][CH:24]([C:31]2[CH:32]=[CH:33][CH:34]=[CH:35][CH:36]=2)[C:25]([OH:27])=[O:26])[C:4]([C:13]2[CH:18]=[CH:17][CH:16]=[CH:15][CH:14]=2)=[C:5]([C:7]2[CH:8]=[CH:9][CH:10]=[CH:11][CH:12]=2)[N:6]=1, predict the reactants needed to synthesize it. The reactants are: [CH3:1][C:2]1[N:3]([CH2:19][CH2:20][CH2:21][CH2:22][CH2:23][C:24]([C:31]2[CH:36]=[CH:35][CH:34]=[CH:33][CH:32]=2)(C(O)=O)[C:25]([OH:27])=[O:26])[C:4]([C:13]2[CH:18]=[CH:17][CH:16]=[CH:15][CH:14]=2)=[C:5]([C:7]2[CH:12]=[CH:11][CH:10]=[CH:9][CH:8]=2)[N:6]=1. (2) The reactants are: Br[C:2]1C(OCC=C)=CC(Cl)=C(C(C2C=CC(OC)=CC=2)O)C=1.[Br:23][C:24]1[C:25]([O:41][CH2:42][CH:43]=C)=[CH:26][C:27]([Cl:40])=[C:28]([CH:30]([C:32]2[CH:37]=[CH:36][C:35]([CH2:38][CH3:39])=[CH:34][CH:33]=2)O)[CH:29]=1. Given the product [Br:23][C:24]1[CH:29]=[C:28]([CH2:30][C:32]2[CH:33]=[CH:34][C:35]([CH2:38][CH3:39])=[CH:36][CH:37]=2)[C:27]([Cl:40])=[CH:26][C:25]=1[O:41][C:42](=[CH2:43])[CH3:2], predict the reactants needed to synthesize it. (3) Given the product [CH3:21][C:16]1([CH3:22])[C:17]([CH3:20])([CH3:19])[O:18][B:14]([C:2]2[CH:7]=[CH:6][C:5]([N:8]3[CH2:12][CH2:11][C@@H:10]([OH:13])[CH2:9]3)=[CH:4][CH:3]=2)[O:15]1, predict the reactants needed to synthesize it. The reactants are: Br[C:2]1[CH:7]=[CH:6][C:5]([N:8]2[CH2:12][CH2:11][C@@H:10]([OH:13])[CH2:9]2)=[CH:4][CH:3]=1.[B:14]1([B:14]2[O:18][C:17]([CH3:20])([CH3:19])[C:16]([CH3:22])([CH3:21])[O:15]2)[O:18][C:17]([CH3:20])([CH3:19])[C:16]([CH3:22])([CH3:21])[O:15]1.C([O-])(=O)C.[K+].C1(P(C2CCCCC2)C2C=CC=CC=2C2C(C(C)C)=CC(C(C)C)=CC=2C(C)C)CCCCC1. (4) Given the product [NH2:11][C:4]1[CH:3]=[C:2]([Br:1])[N:7]=[C:6]([CH2:8][OH:9])[CH:5]=1, predict the reactants needed to synthesize it. The reactants are: [Br:1][C:2]1[N:7]=[C:6]([C:8](O)=[O:9])[CH:5]=[C:4]([N+:11]([O-])=O)[CH:3]=1.B.C1COCC1.C(O)(=O)C. (5) Given the product [Br:16][C:12]1[C:13]([CH3:15])=[CH:14][C:9]([O:5][CH2:4][CH2:3][O:2][CH3:1])=[N:10][CH:11]=1, predict the reactants needed to synthesize it. The reactants are: [CH3:1][O:2][CH2:3][CH2:4][OH:5].[H-].[Na+].Br[C:9]1[CH:14]=[C:13]([CH3:15])[C:12]([Br:16])=[CH:11][N:10]=1. (6) Given the product [CH2:34]([N:7]1[C:8]2[C:13](=[CH:12][C:11]([NH:15][C:16]([C:18]3[C:19]([C:24]4[CH:29]=[CH:28][C:27]([C:30]([F:32])([F:33])[F:31])=[CH:26][CH:25]=4)=[CH:20][CH:21]=[CH:22][CH:23]=3)=[O:17])=[CH:10][CH:9]=2)[CH:14]=[C:6]1[C:4]([OH:5])=[O:3])[CH3:35], predict the reactants needed to synthesize it. The reactants are: C([O:3][C:4]([C:6]1[N:7]([CH2:34][CH3:35])[C:8]2[C:13]([CH:14]=1)=[CH:12][C:11]([NH:15][C:16]([C:18]1[C:19]([C:24]3[CH:29]=[CH:28][C:27]([C:30]([F:33])([F:32])[F:31])=[CH:26][CH:25]=3)=[CH:20][CH:21]=[CH:22][CH:23]=1)=[O:17])=[CH:10][CH:9]=2)=[O:5])C.O.[OH-].[Li+]. (7) Given the product [CH3:16][O:17][C:18]1[CH:23]=[C:22]([C:24]([F:25])([F:26])[F:27])[CH:21]=[CH:20][C:19]=1[C:28]1[C:37]2[C:32](=[CH:33][C:34]([S:38]([NH:6][C:2]3[S:1][CH:5]=[CH:4][N:3]=3)(=[O:40])=[O:39])=[CH:35][CH:36]=2)[CH:31]=[N:30][N:29]=1, predict the reactants needed to synthesize it. The reactants are: [S:1]1[CH:5]=[CH:4][N:3]=[C:2]1[NH2:6].C[Si](CCOCCl)(C)C.[CH3:16][O:17][C:18]1[CH:23]=[C:22]([C:24]([F:27])([F:26])[F:25])[CH:21]=[CH:20][C:19]=1[C:28]1[C:37]2[C:32](=[CH:33][C:34]([S:38](Cl)(=[O:40])=[O:39])=[CH:35][CH:36]=2)[CH:31]=[N:30][N:29]=1.CN1C=CN=C1. (8) Given the product [CH:22](/[C:21]1[NH:30][C:9](=[O:11])[C:8]([O:7][CH:2]2[CH2:3][CH2:4][CH2:5][CH2:6][O:1]2)=[CH:14][N:31]=1)=[CH:23]\[C:24]1[CH:25]=[CH:26][CH:27]=[CH:28][CH:29]=1, predict the reactants needed to synthesize it. The reactants are: [O:1]1[CH2:6][CH2:5][CH2:4][CH2:3][CH:2]1[O:7][CH2:8][C:9]([O:11]CC)=O.[CH:14](OCC)=O.[H-].[Na+].[C:21](=[NH:31])([NH2:30])[CH:22]=[CH:23][C:24]1[CH:29]=[CH:28][CH:27]=[CH:26][CH:25]=1. (9) Given the product [Si:11]([O:2][C:1]1[CH:8]=[CH:7][C:5]([OH:6])=[CH:4][CH:3]=1)([C:14]([CH3:17])([CH3:16])[CH3:15])([CH3:13])[CH3:12], predict the reactants needed to synthesize it. The reactants are: [C:1]1([CH:8]=[CH:7][C:5]([OH:6])=[CH:4][CH:3]=1)[OH:2].[H-].[Na+].[Si:11](Cl)([C:14]([CH3:17])([CH3:16])[CH3:15])([CH3:13])[CH3:12].O. (10) Given the product [NH2:1][C@@H:2]1[CH2:6][CH2:5][N:4]([C:7]2[N:15]=[C:14]3[C:10]([N:11]=[CH:12][N:13]3[C@@H:16]3[CH2:20][C@H:19]([NH:21][C:22](=[O:33])[CH2:52][CH2:51][OH:55])[C@@H:18]([OH:34])[C@H:17]3[OH:35])=[C:9]([NH:36][CH2:37][CH:38]([C:39]3[CH:40]=[CH:41][CH:42]=[CH:43][CH:44]=3)[C:45]3[CH:50]=[CH:49][CH:48]=[CH:47][CH:46]=3)[N:8]=2)[CH2:3]1, predict the reactants needed to synthesize it. The reactants are: [NH2:1][C@@H:2]1[CH2:6][CH2:5][N:4]([C:7]2[N:15]=[C:14]3[C:10]([N:11]=[CH:12][N:13]3[C@@H:16]3[CH2:20][C@H:19]([NH:21][C:22](=[O:33])[C@H](OCC4C=CC=CC=4)C)[C@@H:18]([OH:34])[C@H:17]3[OH:35])=[C:9]([NH:36][CH2:37][CH:38]([C:45]3[CH:50]=[CH:49][CH:48]=[CH:47][CH:46]=3)[C:39]3[CH:44]=[CH:43][CH:42]=[CH:41][CH:40]=3)[N:8]=2)[CH2:3]1.[C:51]([O:55]C(=O)N[C@@H]1CCN(C2N=C3C(N=CN3[C@@H]3C[C@H](NC(=O)[C@H](OCC4C=CC=CC=4)C)[C@@H](O)[C@H]3O)=C(NCC(C3C=CC=CC=3)C3C=CC=CC=3)N=2)C1)(C)(C)[CH3:52].